This data is from Reaction yield outcomes from USPTO patents with 853,638 reactions. The task is: Predict the reaction yield, written as a fraction of the theoretical maximum amount of product (1.0 means a 100% yield; for example, 0.34 means a 34% yield). (1) The reactants are COC1C=CC(C[NH:8][C:9]2[S:10][C:11]([C:14]3[CH:15]=[C:16]4[C:20](=[CH:21][CH:22]=3)[NH:19][CH:18]=[C:17]4[C:23]3[CH:28]=[CH:27][CH:26]=[C:25]([N:29]4[CH2:34][CH2:33][N:32]5[C:35]([CH3:38])=[N:36][N:37]=[C:31]5[CH2:30]4)[N:24]=3)=[N:12][N:13]=2)=CC=1.[C:41]([OH:47])([C:43]([F:46])([F:45])[F:44])=[O:42]. No catalyst specified. The product is [F:44][C:43]([F:46])([F:45])[C:41]([OH:47])=[O:42].[CH3:38][C:35]1[N:32]2[CH2:33][CH2:34][N:29]([C:25]3[N:24]=[C:23]([C:17]4[C:16]5[C:20](=[CH:21][CH:22]=[C:14]([C:11]6[S:10][C:9]([NH2:8])=[N:13][N:12]=6)[CH:15]=5)[NH:19][CH:18]=4)[CH:28]=[CH:27][CH:26]=3)[CH2:30][C:31]2=[N:37][N:36]=1. The yield is 0.0250. (2) The reactants are [CH3:1][C:2]1[O:8][CH:7]=[C:6]([OH:9])[C:4](=[O:5])[CH:3]=1.CN(C)C.[C:14](OC(=O)C)(=[O:16])[CH3:15]. The catalyst is C1COCC1. The product is [C:14]([O:9][C:6]1[C:4](=[O:5])[CH:3]=[C:2]([CH3:1])[O:8][CH:7]=1)(=[O:16])[CH3:15]. The yield is 0.810. (3) The reactants are [Cl:1][C:2]1[CH:7]=[CH:6][C:5]([CH2:8][C:9](=[O:16])[CH2:10][C:11]([O:13][CH2:14][CH3:15])=[O:12])=[CH:4][CH:3]=1.C(Cl)Cl.[Br:20]N1C(=O)CCC1=O. No catalyst specified. The product is [Br:20][CH:10]([C:9](=[O:16])[CH2:8][C:5]1[CH:4]=[CH:3][C:2]([Cl:1])=[CH:7][CH:6]=1)[C:11]([O:13][CH2:14][CH3:15])=[O:12]. The yield is 0.975. (4) The reactants are [CH2:1]([O:9][CH2:10][CH2:11][CH2:12][CH2:13][CH2:14][CH2:15][CH2:16][CH2:17][CH2:18][O:19]C1CCCCO1)[CH2:2][C:3]1[CH:8]=[CH:7][CH:6]=[CH:5][CH:4]=1. The yield is 0.760. The product is [CH2:1]([O:9][CH2:10][CH2:11][CH2:12][CH2:13][CH2:14][CH2:15][CH2:16][CH2:17][CH2:18][OH:19])[CH2:2][C:3]1[CH:8]=[CH:7][CH:6]=[CH:5][CH:4]=1. The catalyst is C(O)(=O)C.O1CCCC1.O. (5) The reactants are I.[CH3:2][S:3][C:4]1[NH:5][CH2:6][CH2:7][N:8]=1.[C:9]([O:13][C:14](O[C:14]([O:13][C:9]([CH3:12])([CH3:11])[CH3:10])=[O:15])=[O:15])([CH3:12])([CH3:11])[CH3:10].CCN(CC)CC. The catalyst is CN(C1C=CN=CC=1)C.C(Cl)Cl. The product is [C:9]([O:13][C:14]([N:8]1[CH2:7][CH2:6][N:5]=[C:4]1[S:3][CH3:2])=[O:15])([CH3:12])([CH3:11])[CH3:10]. The yield is 0.380. (6) The reactants are C[Al](C)C.[CH3:5][O:6][C:7]1[CH:8]=[C:9]([CH2:15][CH2:16][C:17]2[CH:18]=[C:19]([NH2:22])[NH:20][N:21]=2)[CH:10]=[C:11]([O:13][CH3:14])[CH:12]=1.[CH2:23]([N:25]1[CH2:30][CH2:29][N:28]([C:31]2[CH:40]=[CH:39][C:34]([C:35](OC)=[O:36])=[CH:33][CH:32]=2)[CH2:27][CH2:26]1)[CH3:24].Cl. The catalyst is C1(C)C=CC=CC=1.CO. The product is [CH3:14][O:13][C:11]1[CH:10]=[C:9]([CH2:15][CH2:16][C:17]2[CH:18]=[C:19]([NH:22][C:35](=[O:36])[C:34]3[CH:33]=[CH:32][C:31]([N:28]4[CH2:27][CH2:26][N:25]([CH2:23][CH3:24])[CH2:30][CH2:29]4)=[CH:40][CH:39]=3)[NH:20][N:21]=2)[CH:8]=[C:7]([O:6][CH3:5])[CH:12]=1. The yield is 0.510. (7) The catalyst is C(OCC)(=O)C.[Cu]I.C1(C=CC=CC=1)[P](C1C=CC=CC=1)(C1C=CC=CC=1)[Pd][P](C1C=CC=CC=1)(C1C=CC=CC=1)C1C=CC=CC=1. The product is [ClH:15].[Cl:15][C:16]1[CH:17]=[C:18]([C:22]#[C:23][C:9]2[CH:10]=[N:11][CH:12]=[CH:13][CH:14]=2)[CH:19]=[CH:20][CH:21]=1. The reactants are C(N(CC)CC)C.I[C:9]1[CH:10]=[N:11][CH:12]=[CH:13][CH:14]=1.[Cl:15][C:16]1[CH:21]=[CH:20][CH:19]=[C:18]([C:22]#[CH:23])[CH:17]=1. The yield is 0.830.